This data is from Full USPTO retrosynthesis dataset with 1.9M reactions from patents (1976-2016). The task is: Predict the reactants needed to synthesize the given product. (1) Given the product [CH3:1][O:2][C:3](=[O:61])[NH:4][C@@H:5]([CH:58]1[CH2:60][CH2:64][O:63][CH2:62][CH2:59]1)[C:6]([N:8]1[CH2:12][CH2:11][CH2:10][CH:9]1[C:13]1[NH:14][C:15]([C:18]2[CH:23]=[C:22]3[CH2:24][O:25][C:26]4[CH:57]=[C:56]5[C:29]([CH:30]=[CH:31][C:32]6[N:36]=[C:35]([C@H:37]7[N:41]([C:42](=[O:52])[C@@H:43]([NH:47][C:48]([O:50][CH3:51])=[O:49])[CH:44]([CH3:46])[CH3:45])[C@H:40]8[CH2:53][CH2:54][CH2:55][C@H:39]8[CH2:38]7)[NH:34][C:33]=65)=[CH:28][C:27]=4[C:21]3=[CH:20][CH:19]=2)=[CH:16][N:17]=1)=[O:7], predict the reactants needed to synthesize it. The reactants are: [CH3:1][O:2][C:3](=[O:61])[NH:4][C@@H:5]([CH:58]([CH3:60])[CH3:59])[C:6]([N:8]1[CH2:12][CH2:11][CH2:10][CH:9]1[C:13]1[NH:14][C:15]([C:18]2[CH:23]=[C:22]3[CH2:24][O:25][C:26]4[CH:57]=[C:56]5[C:29]([CH:30]=[CH:31][C:32]6[N:36]=[C:35]([C@H:37]7[N:41]([C:42](=[O:52])[C@@H:43]([NH:47][C:48]([O:50][CH3:51])=[O:49])[CH:44]([CH3:46])[CH3:45])[C@H:40]8[CH2:53][CH2:54][CH2:55][C@H:39]8[CH2:38]7)[NH:34][C:33]=65)=[CH:28][C:27]=4[C:21]3=[CH:20][CH:19]=2)=[CH:16][N:17]=1)=[O:7].[CH3:62][O:63][C:64](N[C@@H](C(C)C)C(O)=O)=O. (2) Given the product [C:1]([N:3]=[C:4]([NH:24][C@@H:22]([C:16]1[CH:21]=[CH:20][CH:19]=[CH:18][CH:17]=1)[CH3:23])[CH2:5][C:6]1[CH:11]=[CH:10][CH:9]=[CH:8][C:7]=1[CH3:12])#[N:2], predict the reactants needed to synthesize it. The reactants are: [C:1]([N:3]=[C:4](OCC)[CH2:5][C:6]1[CH:11]=[CH:10][CH:9]=[CH:8][C:7]=1[CH3:12])#[N:2].[C:16]1([C@H:22]([NH2:24])[CH3:23])[CH:21]=[CH:20][CH:19]=[CH:18][CH:17]=1. (3) The reactants are: Br[C:2]1[CH:3]=[C:4]([C:8]([C:11]2[S:12][CH:13]=[CH:14][N:15]=2)([OH:10])[CH3:9])[CH:5]=[N:6][CH:7]=1.B1(B2OC(C)(C)C(C)(C)O2)OC(C)(C)C(C)(C)O1.C([O-])(=O)C.[K+].Cl[C:40]1[C:49]2[C:44](=[CH:45][C:46]([N:50]3[CH2:55][CH2:54][O:53][CH2:52][CH2:51]3)=[CH:47][CH:48]=2)[N:43]=[CH:42][N:41]=1.C(=O)([O-])[O-].[Na+].[Na+]. Given the product [N:50]1([C:46]2[CH:45]=[C:44]3[C:49]([C:40]([C:2]4[CH:3]=[C:4]([C:8]([C:11]5[S:12][CH:13]=[CH:14][N:15]=5)([OH:10])[CH3:9])[CH:5]=[N:6][CH:7]=4)=[N:41][CH:42]=[N:43]3)=[CH:48][CH:47]=2)[CH2:55][CH2:54][O:53][CH2:52][CH2:51]1, predict the reactants needed to synthesize it. (4) Given the product [CH:55]([C:58]1[CH:63]=[CH:62][C:61]([O:64][CH3:65])=[CH:60][C:59]=1[N:66]1[C:22](=[O:23])[CH2:21][S:68]/[C:67]/1=[N:69]\[C:30]([NH:29][CH2:32][CH2:33][C:34]1[CH:39]=[CH:38][C:37]([C:40]2[N:44]=[CH:43][N:42]([C:45]3[CH:50]=[CH:49][C:48]([C:51]([F:54])([F:53])[F:52])=[CH:47][CH:46]=3)[N:41]=2)=[CH:36][CH:35]=1)=[O:31])([CH3:57])[CH3:56], predict the reactants needed to synthesize it. The reactants are: FC(F)(F)C1C=CC(N2C=NC(C3C=CC(C[CH2:21][C:22](N=[N+]=[N-])=[O:23])=CC=3)=N2)=CC=1.[N:29]([CH2:32][CH2:33][C:34]1[CH:39]=[CH:38][C:37]([C:40]2[N:44]=[CH:43][N:42]([C:45]3[CH:50]=[CH:49][C:48]([C:51]([F:54])([F:53])[F:52])=[CH:47][CH:46]=3)[N:41]=2)=[CH:36][CH:35]=1)=[C:30]=[O:31].[CH:55]([C:58]1[CH:63]=[CH:62][C:61]([O:64][CH3:65])=[CH:60][C:59]=1[NH:66][C:67]([NH2:69])=[S:68])([CH3:57])[CH3:56]. (5) The reactants are: C(OC(=O)[NH:7][C@@H:8]([CH3:28])[CH2:9][N:10]1[C:18]2[C:13](=[CH:14][CH:15]=[CH:16][CH:17]=2)[C:12]2[CH:19]=[C:20]([C:25]([NH2:27])=[O:26])[C:21]([NH:23][CH3:24])=[N:22][C:11]1=2)(C)(C)C.C(O)(C(F)(F)F)=O.NC1C(C(N)=O)=CC2C3C(=CC=CC=3)N(C[C@@H](N)C)C=2N=1. Given the product [NH2:7][C@@H:8]([CH3:28])[CH2:9][N:10]1[C:18]2[C:13](=[CH:14][CH:15]=[CH:16][CH:17]=2)[C:12]2[CH:19]=[C:20]([C:25]([NH2:27])=[O:26])[C:21]([NH:23][CH3:24])=[N:22][C:11]1=2, predict the reactants needed to synthesize it. (6) Given the product [CH2:13]([C:15]1[CH:20]=[CH:19][C:18]([C:2]2[CH:12]=[C:6]([C:7]([O:9][CH2:10][CH3:11])=[O:8])[CH:5]=[N:4][CH:3]=2)=[CH:17][CH:16]=1)[CH3:14], predict the reactants needed to synthesize it. The reactants are: Br[C:2]1[CH:3]=[N:4][CH:5]=[C:6]([CH:12]=1)[C:7]([O:9][CH2:10][CH3:11])=[O:8].[CH2:13]([C:15]1[CH:20]=[CH:19][C:18](B(O)O)=[CH:17][CH:16]=1)[CH3:14]. (7) Given the product [C:28]([C:23]1[CH:24]=[CH:25][CH:26]=[CH:27][C:22]=1[C:19]1[CH:20]=[CH:21][C:16]([CH2:15][C:12]2[C:13](=[O:14])[N:8]([C:5]3[CH:4]=[CH:3][C:2]([O:1][C:35]([CH3:41])([CH3:40])[C:36]([O:38][CH3:39])=[O:37])=[CH:7][CH:6]=3)[C:9]([CH3:33])=[N:10][C:11]=2[CH2:30][CH2:31][CH3:32])=[CH:17][CH:18]=1)#[N:29], predict the reactants needed to synthesize it. The reactants are: [OH:1][C:2]1[CH:7]=[CH:6][C:5]([N:8]2[C:13](=[O:14])[C:12]([CH2:15][C:16]3[CH:21]=[CH:20][C:19]([C:22]4[C:23]([C:28]#[N:29])=[CH:24][CH:25]=[CH:26][CH:27]=4)=[CH:18][CH:17]=3)=[C:11]([CH2:30][CH2:31][CH3:32])[N:10]=[C:9]2[CH3:33])=[CH:4][CH:3]=1.Br[C:35]([CH3:41])([CH3:40])[C:36]([O:38][CH3:39])=[O:37].C(=O)([O-])[O-].[Cs+].[Cs+].C(OCC)(=O)C.